From a dataset of HIV replication inhibition screening data with 41,000+ compounds from the AIDS Antiviral Screen. Binary Classification. Given a drug SMILES string, predict its activity (active/inactive) in a high-throughput screening assay against a specified biological target. The result is 0 (inactive). The drug is COc1c(O)ccc2oc3cccc(O)c3c(=O)c12.